From a dataset of Catalyst prediction with 721,799 reactions and 888 catalyst types from USPTO. Predict which catalyst facilitates the given reaction. (1) Reactant: Br[C:2]1[CH:3]=[CH:4][C:5]2[N:9]=[C:8]([C:10]3[CH:15]=[C:14]([C:16]([F:19])([F:18])[F:17])[CH:13]=[CH:12][N:11]=3)[N:7]([CH2:20][O:21][CH2:22][CH2:23][Si:24]([CH3:27])([CH3:26])[CH3:25])[C:6]=2[CH:28]=1.[CH3:29][C:30]1([CH3:46])[C:34]([CH3:36])([CH3:35])[O:33][B:32]([B:32]2[O:33][C:34]([CH3:36])([CH3:35])[C:30]([CH3:46])([CH3:29])[O:31]2)[O:31]1.CC([O-])=O.[K+]. Product: [CH3:29][C:30]1([CH3:46])[C:34]([CH3:36])([CH3:35])[O:33][B:32]([C:2]2[CH:3]=[CH:4][C:5]3[N:9]=[C:8]([C:10]4[CH:15]=[C:14]([C:16]([F:19])([F:18])[F:17])[CH:13]=[CH:12][N:11]=4)[N:7]([CH2:20][O:21][CH2:22][CH2:23][Si:24]([CH3:27])([CH3:26])[CH3:25])[C:6]=3[CH:28]=2)[O:31]1. The catalyst class is: 62. (2) Product: [NH2:9][C:6]1[CH:5]=[CH:4][N:3]2[CH:11]=[C:12]([CH3:13])[N:1]=[C:2]2[C:7]=1[I:8]. The catalyst class is: 8. Reactant: [NH2:1][C:2]1[C:7]([I:8])=[C:6]([NH2:9])[CH:5]=[CH:4][N:3]=1.Cl[CH2:11][C:12](=O)[CH3:13]. (3) The catalyst class is: 18. Product: [NH2:33][C:34]1[C:39]([S:40]([NH:43][C:8]([C:7]2[C:2]([Cl:1])=[N:3][C:4]([N:11]3[CH:15]=[CH:14][C:13]([O:16][CH2:17][CH:18]([CH3:20])[CH3:19])=[N:12]3)=[CH:5][CH:6]=2)=[O:10])(=[O:41])=[O:42])=[CH:38][CH:37]=[CH:36][N:35]=1. Reactant: [Cl:1][C:2]1[C:7]([C:8]([OH:10])=O)=[CH:6][CH:5]=[C:4]([N:11]2[CH:15]=[CH:14][C:13]([O:16][CH2:17][CH:18]([CH3:20])[CH3:19])=[N:12]2)[N:3]=1.C1N=CN(C(N2C=NC=C2)=O)C=1.[NH2:33][C:34]1[C:39]([S:40]([NH2:43])(=[O:42])=[O:41])=[CH:38][CH:37]=[CH:36][N:35]=1.[H-].[Na+].C(O)(=O)C. (4) Reactant: Br[C:2]1[CH:7]=[CH:6][C:5]([C:8]2[NH:12][C:11]([C@@H:13]3[CH2:17][CH2:16][C@H:15]([CH3:18])[N:14]3[C:19]([O:21][C:22]([CH3:25])([CH3:24])[CH3:23])=[O:20])=[N:10][CH:9]=2)=[CH:4][CH:3]=1.[CH3:26][O:27][CH2:28][C@@H:29]1[CH2:33][N:32]([C:34]([O:36][C:37]([CH3:40])([CH3:39])[CH3:38])=[O:35])[C@H:31]([C:41]2[NH:42][C:43]([C:46]3[CH:51]=[CH:50][C:49](B4OC(C)(C)C(C)(C)O4)=[CH:48][CH:47]=3)=[CH:44][N:45]=2)[CH2:30]1.P([O-])([O-])([O-])=O.[K+].[K+].[K+]. Product: [C:22]([O:21][C:19]([N:14]1[C@@H:15]([CH3:18])[CH2:16][CH2:17][C@H:13]1[C:11]1[NH:12][C:8]([C:5]2[CH:6]=[CH:7][C:2]([C:49]3[CH:48]=[CH:47][C:46]([C:43]4[NH:42][C:41]([C@@H:31]5[CH2:30][C@H:29]([CH2:28][O:27][CH3:26])[CH2:33][N:32]5[C:34]([O:36][C:37]([CH3:40])([CH3:39])[CH3:38])=[O:35])=[N:45][CH:44]=4)=[CH:51][CH:50]=3)=[CH:3][CH:4]=2)=[CH:9][N:10]=1)=[O:20])([CH3:25])([CH3:24])[CH3:23]. The catalyst class is: 837. (5) Reactant: [C:1]([O:5][C:6]([NH:8][CH2:9][C:10]1[CH:11]=[C:12]([CH:16]=[CH:17][CH:18]=1)[C:13]([OH:15])=O)=[O:7])([CH3:4])([CH3:3])[CH3:2].[N:19]1([CH2:24][CH2:25][NH2:26])[CH2:23][CH2:22][CH2:21][CH2:20]1.C(Cl)CCl.C1C=CC2N(O)N=NC=2C=1.C(N(CC)CC)C. Product: [C:1]([O:5][C:6](=[O:7])[NH:8][CH2:9][C:10]1[CH:18]=[CH:17][CH:16]=[C:12]([C:13](=[O:15])[NH:26][CH2:25][CH2:24][N:19]2[CH2:23][CH2:22][CH2:21][CH2:20]2)[CH:11]=1)([CH3:2])([CH3:3])[CH3:4]. The catalyst class is: 31. (6) Reactant: [N+:1]([C:4]1[C:5]([N:10]2[CH2:15][CH:14]=[C:13]([C:16]([OH:18])=O)[CH2:12][CH2:11]2)=[N:6][CH:7]=[CH:8][CH:9]=1)([O-:3])=[O:2].C[N+]1(C2N=C(OC)N=C(OC)N=2)CCOCC1.[Cl-].CN1CCOCC1.Cl.[CH3:45][NH:46][O:47][CH3:48]. Product: [CH3:48][O:47][N:46]([CH3:45])[C:16]([C:13]1[CH2:12][CH2:11][N:10]([C:5]2[C:4]([N+:1]([O-:3])=[O:2])=[CH:9][CH:8]=[CH:7][N:6]=2)[CH2:15][CH:14]=1)=[O:18]. The catalyst class is: 5. (7) Reactant: [F:1][C:2]1[CH:7]=[CH:6][CH:5]=[C:4]([F:8])[C:3]=1[C:9]1[CH:18]=[CH:17][C:16]2[C:11](=[CH:12][CH:13]=[C:14]([O:19]C)[CH:15]=2)[C:10]=1[O:21][C:22]1[CH:36]=[CH:35][C:25]([O:26][CH2:27][CH2:28][N:29]2[CH2:34][CH2:33][CH2:32][CH2:31][CH2:30]2)=[CH:24][CH:23]=1.B(Br)(Br)Br.C(=O)(O)[O-].[Na+].C(Cl)(Cl)[Cl:47].C(O)(C)C. Product: [ClH:47].[F:8][C:4]1[CH:5]=[CH:6][CH:7]=[C:2]([F:1])[C:3]=1[C:9]1[C:10]([O:21][C:22]2[CH:36]=[CH:35][C:25]([O:26][CH2:27][CH2:28][N:29]3[CH2:30][CH2:31][CH2:32][CH2:33][CH2:34]3)=[CH:24][CH:23]=2)=[C:11]2[C:16](=[CH:17][CH:18]=1)[CH:15]=[C:14]([OH:19])[CH:13]=[CH:12]2. The catalyst class is: 2. (8) Reactant: [C:1]([N:4]1[C:13]2[C:8](=[CH:9][C:10](B3OC(C)(C)C(C)(C)O3)=[CH:11][CH:12]=2)[C@H:7]([NH:23][C:24]2[CH:31]=[CH:30][C:27]([C:28]#[N:29])=[CH:26][N:25]=2)[CH2:6][C@@H:5]1[CH3:32])(=[O:3])[CH3:2].Br[C:34]1[CH:43]=[CH:42][C:37]([C:38]([O:40][CH3:41])=[O:39])=[CH:36][N:35]=1.[C:44](=O)([O-])[O-].[K+].[K+].C1(C)C=CC=CC=1. Product: [C:1]([N:4]1[C:13]2[C:8](=[CH:9][C:10]([C:34]3[CH:43]=[CH:42][C:37]([C:38]([O:40][CH2:41][CH3:44])=[O:39])=[CH:36][N:35]=3)=[CH:11][CH:12]=2)[C@H:7]([NH:23][C:24]2[CH:31]=[CH:30][C:27]([C:28]#[N:29])=[CH:26][N:25]=2)[CH2:6][C@@H:5]1[CH3:32])(=[O:3])[CH3:2]. The catalyst class is: 461. (9) Reactant: [Cl:1][C:2]1[C:3](=[O:42])[N:4]([CH2:27][CH2:28][C:29]2[CH:41]=[CH:40][C:32]([C:33]([O:35]C(C)(C)C)=[O:34])=[CH:31][CH:30]=2)[C:5]([CH2:9][O:10][C:11]2[CH:16]=[CH:15][CH:14]=[C:13]([O:17][CH2:18][CH2:19][O:20]C3CCCCO3)[CH:12]=2)=[C:6]([Cl:8])[CH:7]=1.Cl.O.C(Cl)(Cl)Cl. Product: [Cl:1][C:2]1[C:3](=[O:42])[N:4]([CH2:27][CH2:28][C:29]2[CH:30]=[CH:31][C:32]([C:33]([OH:35])=[O:34])=[CH:40][CH:41]=2)[C:5]([CH2:9][O:10][C:11]2[CH:16]=[CH:15][CH:14]=[C:13]([O:17][CH2:18][CH2:19][OH:20])[CH:12]=2)=[C:6]([Cl:8])[CH:7]=1. The catalyst class is: 1. (10) Reactant: [CH3:1][C:2]([CH2:4][CH2:5][C:6]1[CH:7]=[CH:8][C:9]2[CH:10]=[C:11]([O:16][CH3:17])[CH:12]=[CH:13][C:14]=2[CH:15]=1)=[O:3].[CH:18]1[C:27]2[C:22](=[CH:23][CH:24]=[CH:25][CH:26]=2)[CH:21]=[C:20]([OH:28])[C:19]=1[OH:29]. Product: [CH:21]1[C:22]2[C:27](=[CH:26][CH:25]=[CH:24][CH:23]=2)[CH:18]=[C:19]([OH:29])[C:20]=1[OH:28].[CH3:1][C:2]([CH2:4][CH2:5][C:6]1[CH:7]=[CH:8][C:9]2[CH:10]=[C:11]([O:16][CH3:17])[CH:12]=[CH:13][C:14]=2[CH:15]=1)=[O:3].[CH:13]1[C:14]2[C:9](=[CH:8][CH:7]=[CH:6][CH:15]=2)[CH:10]=[C:11]([OH:16])[C:12]=1[OH:28]. The catalyst class is: 463.